From a dataset of TCR-epitope binding with 47,182 pairs between 192 epitopes and 23,139 TCRs. Binary Classification. Given a T-cell receptor sequence (or CDR3 region) and an epitope sequence, predict whether binding occurs between them. (1) The epitope is MPASWVMRI. The TCR CDR3 sequence is CASSDVLAGGSPYEQYF. Result: 1 (the TCR binds to the epitope). (2) The epitope is PROT_97E67BCC. The TCR CDR3 sequence is CASTKLALAYEHYF. Result: 1 (the TCR binds to the epitope). (3) The epitope is RILGAGCFV. The TCR CDR3 sequence is CASSPDRVADNEQFF. Result: 0 (the TCR does not bind to the epitope). (4) The epitope is HLVDFQVTI. The TCR CDR3 sequence is CASSLDMNTEAFF. Result: 0 (the TCR does not bind to the epitope).